From a dataset of NCI-60 drug combinations with 297,098 pairs across 59 cell lines. Regression. Given two drug SMILES strings and cell line genomic features, predict the synergy score measuring deviation from expected non-interaction effect. (1) Drug 1: C1=NC2=C(N1)C(=S)N=C(N2)N. Drug 2: N.N.Cl[Pt+2]Cl. Cell line: NCI/ADR-RES. Synergy scores: CSS=14.4, Synergy_ZIP=-11.4, Synergy_Bliss=-11.7, Synergy_Loewe=-22.7, Synergy_HSA=-13.7. (2) Drug 1: CC1=C(C(=CC=C1)Cl)NC(=O)C2=CN=C(S2)NC3=CC(=NC(=N3)C)N4CCN(CC4)CCO. Drug 2: CNC(=O)C1=NC=CC(=C1)OC2=CC=C(C=C2)NC(=O)NC3=CC(=C(C=C3)Cl)C(F)(F)F. Cell line: SNB-75. Synergy scores: CSS=25.8, Synergy_ZIP=2.79, Synergy_Bliss=4.06, Synergy_Loewe=-28.2, Synergy_HSA=2.91. (3) Drug 1: CC1=C2C(C(=O)C3(C(CC4C(C3C(C(C2(C)C)(CC1OC(=O)C(C(C5=CC=CC=C5)NC(=O)OC(C)(C)C)O)O)OC(=O)C6=CC=CC=C6)(CO4)OC(=O)C)OC)C)OC. Cell line: UACC62. Drug 2: C1C(C(OC1N2C=NC3=C(N=C(N=C32)Cl)N)CO)O. Synergy scores: CSS=46.8, Synergy_ZIP=4.80, Synergy_Bliss=6.30, Synergy_Loewe=-7.63, Synergy_HSA=7.69. (4) Drug 1: C1C(C(OC1N2C=C(C(=O)NC2=O)F)CO)O. Drug 2: C1CNP(=O)(OC1)N(CCCl)CCCl. Cell line: UACC-257. Synergy scores: CSS=2.45, Synergy_ZIP=-1.58, Synergy_Bliss=0.395, Synergy_Loewe=-2.65, Synergy_HSA=0.445. (5) Drug 1: CCCS(=O)(=O)NC1=C(C(=C(C=C1)F)C(=O)C2=CNC3=C2C=C(C=N3)C4=CC=C(C=C4)Cl)F. Drug 2: C1CCC(CC1)NC(=O)N(CCCl)N=O. Cell line: NCI-H322M. Synergy scores: CSS=-2.03, Synergy_ZIP=2.24, Synergy_Bliss=-0.413, Synergy_Loewe=-6.62, Synergy_HSA=-6.34. (6) Drug 1: CC1=CC2C(CCC3(C2CCC3(C(=O)C)OC(=O)C)C)C4(C1=CC(=O)CC4)C. Drug 2: CC(C)NC(=O)C1=CC=C(C=C1)CNNC.Cl. Cell line: TK-10. Synergy scores: CSS=-4.53, Synergy_ZIP=3.53, Synergy_Bliss=1.68, Synergy_Loewe=-3.52, Synergy_HSA=-2.96. (7) Drug 1: C1=CC(=C2C(=C1NCCNCCO)C(=O)C3=C(C=CC(=C3C2=O)O)O)NCCNCCO. Drug 2: CN1C(=O)N2C=NC(=C2N=N1)C(=O)N. Cell line: BT-549. Synergy scores: CSS=43.7, Synergy_ZIP=7.08, Synergy_Bliss=8.42, Synergy_Loewe=-27.6, Synergy_HSA=6.26.